Task: Predict which catalyst facilitates the given reaction.. Dataset: Catalyst prediction with 721,799 reactions and 888 catalyst types from USPTO Reactant: [NH:1]1[CH:5]=[CH:4][C:3]([NH:6][C:7]2[C:16]3[C:11](=[CH:12][CH:13]=[CH:14][CH:15]=3)[N:10]=[C:9]([C:17]([O:19]CC)=O)[N:8]=2)=[N:2]1.[F:22][C:23]1[CH:28]=[CH:27][C:26]([Mg]Br)=[CH:25][CH:24]=1. Product: [NH:1]1[CH:5]=[CH:4][C:3]([NH:6][C:7]2[C:16]3[C:11](=[CH:12][CH:13]=[CH:14][CH:15]=3)[N:10]=[C:9]([C:17]([C:26]3[CH:27]=[CH:28][C:23]([F:22])=[CH:24][CH:25]=3)([C:26]3[CH:27]=[CH:28][C:23]([F:22])=[CH:24][CH:25]=3)[OH:19])[N:8]=2)=[N:2]1. The catalyst class is: 1.